Dataset: Catalyst prediction with 721,799 reactions and 888 catalyst types from USPTO. Task: Predict which catalyst facilitates the given reaction. (1) Reactant: S(Cl)([Cl:3])=O.[CH3:5][C@H:6]1[CH2:11][CH2:10][C@H:9]([NH:12]C(C2C=NC3C(C=2Cl)=CC(F)=CC=3F)=O)[CH2:8][CH2:7]1. Product: [ClH:3].[CH3:5][C@H:6]1[CH2:11][CH2:10][C@H:9]([NH2:12])[CH2:8][CH2:7]1. The catalyst class is: 66. (2) Reactant: [Br:1][C:2]1[CH:3]=[C:4]([CH:7]=[CH:8][C:9]=1[CH:10]=[O:11])[C:5]#[N:6].[BH4-].[Na+]. Product: [Br:1][C:2]1[CH:3]=[C:4]([CH:7]=[CH:8][C:9]=1[CH2:10][OH:11])[C:5]#[N:6]. The catalyst class is: 5. (3) Reactant: [CH3:1][CH2:2][N:3]1[C:7]([C:8]2[CH:13]=[CH:12][C:11]([Cl:14])=[CH:10][CH:9]=2)=[C:6]([C:15]2[CH:20]=[CH:19][CH:18]=[C:17]([N:21]3[CH2:26][CH2:25][N:24]([C:27]4[CH:32]=[CH:31][C:30]([NH:33][S:34]([C:37]5[CH:42]=[CH:41][C:40]([NH:43][C@@H:44]([CH2:54][S:55][C:56]6[CH:61]=[CH:60][CH:59]=[CH:58][CH:57]=6)[CH2:45][CH2:46][N:47]6[CH2:52][CH2:51][CH:50]([OH:53])[CH2:49][CH2:48]6)=[C:39]([S:62]([C:65]([F:68])([F:67])[F:66])(=[O:64])=[O:63])[CH:38]=5)(=[O:36])=[O:35])=[CH:29][CH:28]=4)[CH2:23][CH2:22]3)[CH:16]=2)[C:5]([C:69]([OH:71])=O)=[C:4]1[CH3:72].CCN=C=NCCCN(C)C.C1C=CC2N(O)N=NC=2C=1.[NH2:94][CH:95]1[CH2:100][CH2:99][CH:98]([C:101]([O:103]C)=[O:102])[CH2:97][CH2:96]1.[OH-].[Na+]. The catalyst class is: 124. Product: [Cl:14][C:11]1[CH:10]=[CH:9][C:8]([C:7]2[N:3]([CH2:2][CH3:1])[C:4]([CH3:72])=[C:5]([C:69]([NH:94][CH:95]3[CH2:100][CH2:99][CH:98]([C:101]([OH:103])=[O:102])[CH2:97][CH2:96]3)=[O:71])[C:6]=2[C:15]2[CH:20]=[CH:19][CH:18]=[C:17]([N:21]3[CH2:26][CH2:25][N:24]([C:27]4[CH:32]=[CH:31][C:30]([NH:33][S:34]([C:37]5[CH:42]=[CH:41][C:40]([NH:43][C@H:44]([CH2:45][CH2:46][N:47]6[CH2:52][CH2:51][CH:50]([OH:53])[CH2:49][CH2:48]6)[CH2:54][S:55][C:56]6[CH:57]=[CH:58][CH:59]=[CH:60][CH:61]=6)=[C:39]([S:62]([C:65]([F:68])([F:66])[F:67])(=[O:63])=[O:64])[CH:38]=5)(=[O:35])=[O:36])=[CH:29][CH:28]=4)[CH2:23][CH2:22]3)[CH:16]=2)=[CH:13][CH:12]=1. (4) Reactant: [Cl:1][C:2]1[C:10]2[O:9][CH:8](/[CH:11]=[CH:12]/[C:13]([OH:15])=O)[CH2:7][C:6]=2[C:5]([C:16]2[CH:21]=[CH:20][C:19]([C:22]([N:24]3[CH2:27][CH:26]([F:28])[CH2:25]3)=[O:23])=[CH:18][CH:17]=2)=[CH:4][CH:3]=1.[NH2:29][CH2:30][C:31]1[CH:32]=[CH:33][C:34]([NH:37][C:38](=[O:44])[O:39][C:40]([CH3:43])([CH3:42])[CH3:41])=[N:35][CH:36]=1.CCN=C=NCCCN(C)C.C1C=CC2N(O)N=NC=2C=1.CCN(C(C)C)C(C)C. Product: [Cl:1][C:2]1[C:10]2[O:9][CH:8](/[CH:11]=[CH:12]/[C:13]([NH:29][CH2:30][C:31]3[CH:32]=[CH:33][C:34]([NH:37][C:38](=[O:44])[O:39][C:40]([CH3:42])([CH3:41])[CH3:43])=[N:35][CH:36]=3)=[O:15])[CH2:7][C:6]=2[C:5]([C:16]2[CH:21]=[CH:20][C:19]([C:22]([N:24]3[CH2:27][CH:26]([F:28])[CH2:25]3)=[O:23])=[CH:18][CH:17]=2)=[CH:4][CH:3]=1. The catalyst class is: 9.